This data is from Forward reaction prediction with 1.9M reactions from USPTO patents (1976-2016). The task is: Predict the product of the given reaction. (1) Given the reactants [Cl:1][C:2]1[CH:3]=[C:4]([CH:26]=[C:27]([F:29])[CH:28]=1)[CH2:5][C:6]1[S:7][C:8]2[C:14]([C:15]3[CH:16]=[C:17]([CH:23]=[CH:24][CH:25]=3)[C:18]([O:20]CC)=[O:19])=[CH:13][CH:12]=[CH:11][C:9]=2[CH:10]=1.[Cl:30][C:31]1[CH:32]=[C:33]([CH:53]=[C:54]([F:56])[CH:55]=1)[CH2:34][C:35]1[S:36][C:37]2[C:43]([C:44]3[CH:45]=[C:46]([CH:50]=[CH:51][CH:52]=3)[C:47]([OH:49])=O)=[CH:42][CH:41]=[CH:40][C:38]=2[CH:39]=1.Cl.[NH2:58][CH2:59][C:60]([NH2:62])=[O:61], predict the reaction product. The product is: [Cl:1][C:2]1[CH:3]=[C:4]([CH:26]=[C:27]([F:29])[CH:28]=1)[CH2:5][C:6]1[S:7][C:8]2[C:14]([C:15]3[CH:16]=[C:17]([CH:23]=[CH:24][CH:25]=3)[C:18]([OH:20])=[O:19])=[CH:13][CH:12]=[CH:11][C:9]=2[CH:10]=1.[NH2:62][C:60](=[O:61])[CH2:59][NH:58][C:47](=[O:49])[C:46]1[CH:50]=[CH:51][CH:52]=[C:44]([C:43]2[C:37]3[S:36][C:35]([CH2:34][C:33]4[CH:53]=[C:54]([F:56])[CH:55]=[C:31]([Cl:30])[CH:32]=4)=[CH:39][C:38]=3[CH:40]=[CH:41][CH:42]=2)[CH:45]=1. (2) Given the reactants [CH3:1][N:2]1[CH2:7][CH2:6][NH:5][CH2:4][CH2:3]1.Cl[C:9]1[C:10]([N+:16]([O-:18])=[O:17])=[C:11]([CH:13]=[CH:14][CH:15]=1)[NH2:12], predict the reaction product. The product is: [CH3:1][N:2]1[CH2:7][CH2:6][N:5]([C:9]2[C:10]([N+:16]([O-:18])=[O:17])=[C:11]([CH:13]=[CH:14][CH:15]=2)[NH2:12])[CH2:4][CH2:3]1. (3) Given the reactants [CH2:1]([OH:6])[CH:2]([OH:5])[CH:3]=O.[Br-].[CH2:8]([O:15][C:16]([CH2:18][P+](C1C=CC=CC=1)(C1C=CC=CC=1)C1C=CC=CC=1)=[O:17])[C:9]1[CH:14]=[CH:13][CH:12]=[CH:11][CH:10]=1, predict the reaction product. The product is: [OH:5][CH:2]([CH2:1][OH:6])[CH:3]=[CH:18][C:16]([O:15][CH2:8][C:9]1[CH:14]=[CH:13][CH:12]=[CH:11][CH:10]=1)=[O:17].